Regression. Given a peptide amino acid sequence and an MHC pseudo amino acid sequence, predict their binding affinity value. This is MHC class I binding data. From a dataset of Peptide-MHC class I binding affinity with 185,985 pairs from IEDB/IMGT. The peptide sequence is FISIYSRPK. The MHC is HLA-A33:01 with pseudo-sequence HLA-A33:01. The binding affinity (normalized) is 0.275.